This data is from Reaction yield outcomes from USPTO patents with 853,638 reactions. The task is: Predict the reaction yield, written as a fraction of the theoretical maximum amount of product (1.0 means a 100% yield; for example, 0.34 means a 34% yield). (1) The reactants are C[O:2][C:3]([C:5]1[S:6][C:7]([N:20]2[CH:24]=[N:23][C:22]([NH:25][C:26]3[CH:31]=[CH:30][CH:29]=[CH:28][CH:27]=3)=[N:21]2)=[CH:8][C:9]=1[O:10][CH:11]([C:13]1[CH:18]=[CH:17][CH:16]=[CH:15][C:14]=1[Cl:19])[CH3:12])=O.C(OCC)C.[NH3:37]. The catalyst is CO. The product is [Cl:19][C:14]1[CH:15]=[CH:16][CH:17]=[CH:18][C:13]=1[CH:11]([O:10][C:9]1[CH:8]=[C:7]([N:20]2[CH:24]=[N:23][C:22]([NH:25][C:26]3[CH:31]=[CH:30][CH:29]=[CH:28][CH:27]=3)=[N:21]2)[S:6][C:5]=1[C:3]([NH2:37])=[O:2])[CH3:12]. The yield is 0.270. (2) The reactants are Cl.[CH:2]1([C:5](=[NH:7])[NH2:6])[CH2:4][CH2:3]1.[Na].[CH2:9]([O:11][CH:12]([O:21][CH2:22][CH3:23])[C:13](=O)[CH2:14][C:15](OCC)=[O:16])[CH3:10].[Cl-].[NH4+]. The catalyst is O.C(O)C. The product is [CH:2]1([C:5]2[NH:7][C:13]([CH:12]([O:21][CH2:22][CH3:23])[O:11][CH2:9][CH3:10])=[CH:14][C:15](=[O:16])[N:6]=2)[CH2:4][CH2:3]1. The yield is 0.880. (3) The reactants are [Br:1][C:2]1[CH:16]=[C:15](/[CH:17]=[CH:18]/[CH:19]([C:24]2[CH:29]=[C:28]([Cl:30])[C:27]([Cl:31])=[C:26]([Cl:32])[CH:25]=2)[C:20]([F:23])([F:22])[F:21])[CH:14]=[CH:13][C:3]=1[C:4]([NH:6][CH:7]1[CH2:12][CH2:11][NH:10][CH2:9][CH2:8]1)=[O:5].C(N(CC)CC)C.[C:40](Cl)(=[O:42])[CH3:41]. The catalyst is C(Cl)Cl. The product is [C:40]([N:10]1[CH2:11][CH2:12][CH:7]([NH:6][C:4](=[O:5])[C:3]2[CH:13]=[CH:14][C:15](/[CH:17]=[CH:18]/[CH:19]([C:24]3[CH:25]=[C:26]([Cl:32])[C:27]([Cl:31])=[C:28]([Cl:30])[CH:29]=3)[C:20]([F:23])([F:21])[F:22])=[CH:16][C:2]=2[Br:1])[CH2:8][CH2:9]1)(=[O:42])[CH3:41]. The yield is 0.500.